This data is from Reaction yield outcomes from USPTO patents with 853,638 reactions. The task is: Predict the reaction yield, written as a fraction of the theoretical maximum amount of product (1.0 means a 100% yield; for example, 0.34 means a 34% yield). The reactants are [C:1]([O:5][C:6]([NH:8][C@:9]([C:26](=[O:28])[NH2:27])([C:21]([O:23][CH2:24][CH3:25])=[O:22])[CH2:10][C:11](OCC1C=CC=CC=1)=[O:12])=[O:7])([CH3:4])([CH3:3])[CH3:2].C(=O)([O-])[O-].[K+].[K+].Cl. The catalyst is CC(C)=O.O. The product is [C:1]([O:5][C:6]([NH:8][C@:9]1([C:21]([O:23][CH2:24][CH3:25])=[O:22])[CH2:10][C:11](=[O:12])[NH:27][C:26]1=[O:28])=[O:7])([CH3:4])([CH3:3])[CH3:2]. The yield is 0.900.